Dataset: Peptide-MHC class II binding affinity with 134,281 pairs from IEDB. Task: Regression. Given a peptide amino acid sequence and an MHC pseudo amino acid sequence, predict their binding affinity value. This is MHC class II binding data. (1) The peptide sequence is FFGQNTAAIAATEAQ. The MHC is DRB1_0901 with pseudo-sequence DRB1_0901. The binding affinity (normalized) is 0.537. (2) The peptide sequence is KQQGIRYANPIAFFR. The MHC is HLA-DQA10301-DQB10301 with pseudo-sequence HLA-DQA10301-DQB10301. The binding affinity (normalized) is 0.547.